From a dataset of Reaction yield outcomes from USPTO patents with 853,638 reactions. Predict the reaction yield, written as a fraction of the theoretical maximum amount of product (1.0 means a 100% yield; for example, 0.34 means a 34% yield). The reactants are C([O:8][C:9]1[CH:10]=[C:11]([C:24]2[CH:29]=[CH:28][C:27]([C:30]#[N:31])=[CH:26][N:25]=2)[C:12]2[S:16][C:15]([NH:17][C:18]([NH:20][CH2:21][CH3:22])=[O:19])=[N:14][C:13]=2[CH:23]=1)C1C=CC=CC=1.CS(O)(=O)=O. The catalyst is ClCCl.C(OCC)(=O)C. The product is [C:30]([C:27]1[CH:28]=[CH:29][C:24]([C:11]2[C:12]3[S:16][C:15]([NH:17][C:18]([NH:20][CH2:21][CH3:22])=[O:19])=[N:14][C:13]=3[CH:23]=[C:9]([OH:8])[CH:10]=2)=[N:25][CH:26]=1)#[N:31]. The yield is 0.900.